Task: Predict which catalyst facilitates the given reaction.. Dataset: Catalyst prediction with 721,799 reactions and 888 catalyst types from USPTO (1) Reactant: CC1(C)C(C)(C)OB([C:9]2[C:18]3[C:13](=[CH:14][CH:15]=[C:16]([CH:19]=[O:20])[CH:17]=3)[N:12]=[CH:11][CH:10]=2)O1.Br[C:23]1[CH:28]=[CH:27][CH:26]=[CH:25][N:24]=1.C([O-])([O-])=O.[K+].[K+]. Product: [N:24]1[CH:25]=[CH:26][CH:27]=[CH:28][C:23]=1[C:9]1[C:18]2[C:13](=[CH:14][CH:15]=[C:16]([CH:19]=[O:20])[CH:17]=2)[N:12]=[CH:11][CH:10]=1. The catalyst class is: 12. (2) Reactant: [Cl:1][C:2]1[CH:7]=[CH:6][C:5]([CH2:8][CH2:9][C:10]([OH:12])=[O:11])=[CH:4][CH:3]=1.[CH3:13][Si](C=[N+]=[N-])(C)C. Product: [Cl:1][C:2]1[CH:3]=[CH:4][C:5]([CH2:8][CH2:9][C:10]([O:12][CH3:13])=[O:11])=[CH:6][CH:7]=1. The catalyst class is: 224.